Dataset: Peptide-MHC class I binding affinity with 185,985 pairs from IEDB/IMGT. Task: Regression. Given a peptide amino acid sequence and an MHC pseudo amino acid sequence, predict their binding affinity value. This is MHC class I binding data. (1) The peptide sequence is ARFSGLLIV. The MHC is HLA-A02:01 with pseudo-sequence HLA-A02:01. The binding affinity (normalized) is 0. (2) The peptide sequence is SDYLELDTI. The MHC is HLA-B07:02 with pseudo-sequence HLA-B07:02. The binding affinity (normalized) is 0. (3) The peptide sequence is NPIQLSSYSL. The MHC is HLA-B53:01 with pseudo-sequence HLA-B53:01. The binding affinity (normalized) is 0.420. (4) The peptide sequence is RPMTFKAAV. The MHC is HLA-B35:01 with pseudo-sequence HLA-B35:01. The binding affinity (normalized) is 0. (5) The binding affinity (normalized) is 0. The peptide sequence is VPVWKEATTTL. The MHC is HLA-A02:02 with pseudo-sequence HLA-A02:02. (6) The peptide sequence is YIFFASFYY. The MHC is HLA-A31:01 with pseudo-sequence HLA-A31:01. The binding affinity (normalized) is 0.282. (7) The peptide sequence is GRGGNYPVQQ. The MHC is Mamu-B08 with pseudo-sequence Mamu-B08. The binding affinity (normalized) is 0. (8) The peptide sequence is ATHKAPQPA. The MHC is HLA-A68:02 with pseudo-sequence HLA-A68:02. The binding affinity (normalized) is 0.478. (9) The peptide sequence is NTDAFSREY. The MHC is HLA-A02:01 with pseudo-sequence HLA-A02:01. The binding affinity (normalized) is 0.0847. (10) The peptide sequence is NLTEEMAAL. The MHC is HLA-A25:01 with pseudo-sequence HLA-A25:01. The binding affinity (normalized) is 0.0847.